This data is from Catalyst prediction with 721,799 reactions and 888 catalyst types from USPTO. The task is: Predict which catalyst facilitates the given reaction. (1) Reactant: [OH:1][CH2:2][C:3]1[CH:8]=[CH:7][CH:6]=[CH:5][C:4]=1[NH:9][S:10]([CH3:13])(=[O:12])=[O:11]. Product: [CH:2]([C:3]1[CH:8]=[CH:7][CH:6]=[CH:5][C:4]=1[NH:9][S:10]([CH3:13])(=[O:12])=[O:11])=[O:1]. The catalyst class is: 327. (2) Reactant: F[C:2]1[N:11]=[CH:10][CH:9]=[CH:8][C:3]=1[C:4]([O:6][CH3:7])=[O:5].C(O)(=O)C(O)=O.[CH2:18]1[C:21]2([CH2:24][NH:23][CH2:22]2)[CH2:20][O:19]1.CN(C=O)C.C(N(CC)C(C)C)(C)C. Product: [CH2:18]1[C:21]2([CH2:24][N:23]([C:2]3[N:11]=[CH:10][CH:9]=[CH:8][C:3]=3[C:4]([O:6][CH3:7])=[O:5])[CH2:22]2)[CH2:20][O:19]1. The catalyst class is: 69. (3) Reactant: Cl[C:2]1C=CC=C(C(OO)=O)[CH:3]=1.C(S[C:15]1[C:16]([C:25]([NH:27][C:28]2[CH:33]=[CH:32][C:31]([C:34]([F:37])([F:36])[F:35])=[CH:30][N:29]=2)=[O:26])=[N:17][CH:18]=[C:19]([C:21]([F:24])([F:23])[F:22])[CH:20]=1)C.C(=O)(O)[O-].[Na+].[S:43]([O-:47])([O-])(=[O:45])=S.[Na+].[Na+]. Product: [CH2:2]([S:43]([C:15]1[C:16]([C:25]([NH:27][C:28]2[CH:33]=[CH:32][C:31]([C:34]([F:37])([F:36])[F:35])=[CH:30][N:29]=2)=[O:26])=[N:17][CH:18]=[C:19]([C:21]([F:24])([F:22])[F:23])[CH:20]=1)(=[O:47])=[O:45])[CH3:3]. The catalyst class is: 22. (4) Reactant: [H-].[Na+].[CH2:3]([O:7][C:8]1[N:13]=[CH:12][N:11]=[C:10]([CH:14]([OH:21])[C:15]2[CH:20]=[CH:19][CH:18]=[CH:17][CH:16]=2)[CH:9]=1)[C:4]#[C:5][CH3:6].[CH2:22](I)[CH3:23].[Cl-].[NH4+]. Product: [CH2:3]([O:7][C:8]1[N:13]=[CH:12][N:11]=[C:10]([CH:14]([O:21][CH2:22][CH3:23])[C:15]2[CH:16]=[CH:17][CH:18]=[CH:19][CH:20]=2)[CH:9]=1)[C:4]#[C:5][CH3:6]. The catalyst class is: 7. (5) Reactant: [Cl:1][C:2]1[CH:7]=[CH:6][C:5]([C:8]2[N:9]([C:19]3[CH:24]=[CH:23][CH:22]=[CH:21][C:20]=3[Cl:25])[N:10]=[C:11]3[C:16]([OH:17])=[N:15][C:14]([CH3:18])=[N:13][C:12]=23)=[CH:4][CH:3]=1.C[Si](C)(C)[N-][Si](C)(C)C.[Li+].[F:36][C:37]([F:48])([F:47])[CH2:38]OS(C(F)(F)F)(=O)=O. Product: [Cl:1][C:2]1[CH:7]=[CH:6][C:5]([C:8]2[N:9]([C:19]3[CH:24]=[CH:23][CH:22]=[CH:21][C:20]=3[Cl:25])[N:10]=[C:11]3[C:16](=[O:17])[N:15]([CH2:38][C:37]([F:48])([F:47])[F:36])[C:14]([CH3:18])=[N:13][C:12]=23)=[CH:4][CH:3]=1. The catalyst class is: 1. (6) Reactant: [Cl:1][C:2]1[C:7]([C:8]([F:11])([F:10])[F:9])=[CH:6][CH:5]=[C:4](Cl)[N:3]=1.C(N(CC)C(C)C)(C)C.[C:22]([N:25]1[CH2:30][CH2:29][NH:28][CH2:27][CH2:26]1)(=[O:24])[CH3:23]. Product: [C:22]([N:25]1[CH2:30][CH2:29][N:28]([C:4]2[CH:5]=[CH:6][C:7]([C:8]([F:11])([F:10])[F:9])=[C:2]([Cl:1])[N:3]=2)[CH2:27][CH2:26]1)(=[O:24])[CH3:23]. The catalyst class is: 4. (7) Reactant: [Cl:1][C:2]1[C:10]([C:11]#[N:12])=[CH:9][CH:8]=[C:7]2[C:3]=1[CH:4]=[C:5]([CH2:18][CH2:19][CH3:20])[N:6]2[CH2:13][C:14](=[NH:17])[NH:15][OH:16].[Cl:21][C:22]1[CH:27]=[C:26]([C:28](Cl)=O)[CH:25]=[C:24]([Cl:31])[N:23]=1. Product: [Cl:1][C:2]1[C:10]([C:11]#[N:12])=[CH:9][CH:8]=[C:7]2[C:3]=1[CH:4]=[C:5]([CH2:18][CH2:19][CH3:20])[N:6]2[CH2:13][C:14]1[N:17]=[C:28]([C:26]2[CH:25]=[C:24]([Cl:31])[N:23]=[C:22]([Cl:21])[CH:27]=2)[O:16][N:15]=1. The catalyst class is: 1. (8) Reactant: [F:1][C:2]1[CH:3]=[C:4]([CH:8]=[CH:9][N:10]=1)[C:5]([OH:7])=O.CN(C)C=O.S(Cl)(Cl)=O.[CH2:20]([NH:22][CH2:23][CH3:24])[CH3:21]. Product: [CH2:20]([N:22]([CH2:23][CH3:24])[C:5](=[O:7])[C:4]1[CH:8]=[CH:9][N:10]=[C:2]([F:1])[CH:3]=1)[CH3:21]. The catalyst class is: 489.